This data is from Reaction yield outcomes from USPTO patents with 853,638 reactions. The task is: Predict the reaction yield, written as a fraction of the theoretical maximum amount of product (1.0 means a 100% yield; for example, 0.34 means a 34% yield). The reactants are [Cl:1][C:2]1[N:3]=[C:4]([CH2:18][O:19]C)[NH:5][C:6]=1[C:7]1[CH:8]=[C:9]([CH:14]=[CH:15][C:16]=1[CH3:17])[C:10]([O:12]C)=[O:11]. The catalyst is Br. The product is [Cl:1][C:2]1[N:3]=[C:4]([CH2:18][OH:19])[NH:5][C:6]=1[C:7]1[CH:8]=[C:9]([CH:14]=[CH:15][C:16]=1[CH3:17])[C:10]([OH:12])=[O:11]. The yield is 0.500.